Dataset: Forward reaction prediction with 1.9M reactions from USPTO patents (1976-2016). Task: Predict the product of the given reaction. Given the reactants [Br-].[F:2][C:3]([F:8])([F:7])[C:4]([Zn+])=[CH2:5].Br[C:10]1[CH:15]=[C:14]([Cl:16])[C:13]([O:17][CH:18]([F:20])[F:19])=[C:12]([Cl:21])[CH:11]=1, predict the reaction product. The product is: [Cl:21][C:12]1[CH:11]=[C:10]([C:4]([C:3]([F:8])([F:7])[F:2])=[CH2:5])[CH:15]=[C:14]([Cl:16])[C:13]=1[O:17][CH:18]([F:20])[F:19].